Dataset: Full USPTO retrosynthesis dataset with 1.9M reactions from patents (1976-2016). Task: Predict the reactants needed to synthesize the given product. (1) Given the product [Cl:24][C:10]1[CH:11]=[C:12]([CH2:15][CH2:16][C:17]([CH:19]2[CH2:23][CH2:22][CH2:21][CH2:20]2)=[O:18])[CH:13]=[CH:14][C:9]=1[OH:8], predict the reactants needed to synthesize it. The reactants are: C([O:8][C:9]1[CH:14]=[CH:13][C:12]([CH2:15][CH2:16][C:17]([CH:19]2[CH2:23][CH2:22][CH2:21][CH2:20]2)=[O:18])=[CH:11][C:10]=1[Cl:24])C1C=CC=CC=1. (2) Given the product [Cl:1][C:2]1[C:7]([NH:8][C:17]2[C:18]([F:27])=[C:19]([CH:24]=[CH:25][CH:26]=2)[C:20]([O:22][CH3:23])=[O:21])=[CH:6][C:5]([C:9]2[N:13]([CH3:14])[N:12]=[N:11][C:10]=2[CH3:15])=[CH:4][N:3]=1, predict the reactants needed to synthesize it. The reactants are: [Cl:1][C:2]1[C:7]([NH2:8])=[CH:6][C:5]([C:9]2[N:13]([CH3:14])[N:12]=[N:11][C:10]=2[CH3:15])=[CH:4][N:3]=1.Br[C:17]1[C:18]([F:27])=[C:19]([CH:24]=[CH:25][CH:26]=1)[C:20]([O:22][CH3:23])=[O:21].C([O-])([O-])=O.[Cs+].[Cs+].CC1(C)C2C(=C(P(C3C=CC=CC=3)C3C=CC=CC=3)C=CC=2)OC2C(P(C3C=CC=CC=3)C3C=CC=CC=3)=CC=CC1=2. (3) Given the product [ClH:60].[F:13][C:2]([F:1])([F:14])[C:3]1[CH:4]=[CH:5][C:6]([CH2:9][C:10]([N:48]([CH3:49])[C@@H:43]2[CH2:44][CH2:45][CH2:46][CH2:47][C@H:42]2[N:37]2[CH2:41][CH2:40][CH2:39][CH2:38]2)=[O:12])=[CH:7][CH:8]=1, predict the reactants needed to synthesize it. The reactants are: [F:1][C:2]([F:14])([F:13])[C:3]1[CH:8]=[CH:7][C:6]([CH2:9][C:10]([OH:12])=O)=[CH:5][CH:4]=1.O.ON1C2C=CC=CC=2N=N1.CCN=C=NCCCN(C)C.[N:37]1([C@@H:42]2[CH2:47][CH2:46][CH2:45][CH2:44][C@H:43]2[NH:48][CH3:49])[CH2:41][CH2:40][CH2:39][CH2:38]1.C(N(CC)C(C)C)(C)C.C(Cl)[Cl:60]. (4) The reactants are: C(OC([N:8]1[CH2:13][CH2:12][N:11]([C:14]([C:16]2[CH:21]=[CH:20][C:19]([C:22]3[CH:27]=[C:26]([Cl:28])[C:25]([CH2:29][CH:30]4[CH2:34][CH2:33][N:32]([CH:35]5[CH2:40][CH2:39][CH2:38][CH2:37][CH2:36]5)[C:31]4=[O:41])=[C:24]([Cl:42])[CH:23]=3)=[CH:18][CH:17]=2)=[O:15])[CH2:10][CH2:9]1)=O)(C)(C)C.C([SiH](CC)CC)C.FC(F)(F)C(O)=O. Given the product [CH:35]1([N:32]2[CH2:33][CH2:34][CH:30]([CH2:29][C:25]3[C:24]([Cl:42])=[CH:23][C:22]([C:19]4[CH:18]=[CH:17][C:16]([C:14]([N:11]5[CH2:10][CH2:9][NH:8][CH2:13][CH2:12]5)=[O:15])=[CH:21][CH:20]=4)=[CH:27][C:26]=3[Cl:28])[C:31]2=[O:41])[CH2:40][CH2:39][CH2:38][CH2:37][CH2:36]1, predict the reactants needed to synthesize it. (5) The reactants are: C([O:3][C:4](=O)[C:5](=[C:7]1[CH2:12][CH2:11][O:10][CH2:9][CH2:8]1)[CH3:6])C.[H-].[Al+3].[Li+].[H-].[H-].[H-]. Given the product [O:10]1[CH2:11][CH2:12][C:7](=[C:5]([CH3:6])[CH2:4][OH:3])[CH2:8][CH2:9]1, predict the reactants needed to synthesize it. (6) Given the product [Cl:33][C:28]1[CH:29]=[CH:30][CH:31]=[CH:32][C:27]=1[O:26][CH2:25][CH2:24][CH2:23][NH:22][C:19]1[CH:20]=[CH:21][C:16]([O:15][C:6]2[C:5]3[C:10](=[CH:11][C:12]([O:13][CH3:14])=[C:3]([O:2][CH3:1])[CH:4]=3)[N:9]=[CH:8][CH:7]=2)=[CH:17][CH:18]=1, predict the reactants needed to synthesize it. The reactants are: [CH3:1][O:2][C:3]1[CH:4]=[C:5]2[C:10](=[CH:11][C:12]=1[O:13][CH3:14])[N:9]=[CH:8][CH:7]=[C:6]2[O:15][C:16]1[CH:21]=[CH:20][C:19]([NH:22][C:23](=O)[CH2:24][CH2:25][O:26][C:27]2[CH:32]=[CH:31][CH:30]=[CH:29][C:28]=2[Cl:33])=[CH:18][CH:17]=1.Cl.[OH-].[Na+]. (7) Given the product [Cl:19][C:14]1[N:15]=[CH:16][C:17]2[N:18]=[C:21]([C:23]3[CH:28]=[CH:27][N:26]=[CH:25][CH:24]=3)[NH:22][C:11](=[O:20])[C:12]=2[CH:13]=1, predict the reactants needed to synthesize it. The reactants are: [O-]OOO[O-].[K+].[K+].C(O[C:11](=[O:20])[C:12]1[C:17]([NH2:18])=[CH:16][N:15]=[C:14]([Cl:19])[CH:13]=1)C.[C:21]([C:23]1[CH:28]=[CH:27][N:26]=[CH:25][CH:24]=1)#[N:22].O. (8) Given the product [C:15]([N:6]1[CH2:14][CH2:13][CH2:12][C@@H:8]([C:9]([NH2:11])=[O:10])[CH2:7]1)(=[O:22])[C:16]1[CH:21]=[CH:20][CH:19]=[CH:18][CH:17]=1, predict the reactants needed to synthesize it. The reactants are: S(=O)(=O)(O)O.[NH:6]1[CH2:14][CH2:13][CH2:12][CH:8]([C:9]([NH2:11])=[O:10])[CH2:7]1.[C:15](Cl)(=[O:22])[C:16]1[CH:21]=[CH:20][CH:19]=[CH:18][CH:17]=1.[OH-].[Na+]. (9) Given the product [F:23][C:4]1[CH:3]=[C:2]([NH:1][C:35]([NH:34][C:32](=[O:33])[CH2:31][C:28]2[CH:29]=[CH:30][C:25]([F:24])=[CH:26][CH:27]=2)=[O:36])[CH:22]=[CH:21][C:5]=1[O:6][C:7]1[CH:12]=[CH:11][N:10]=[C:9]([NH:13][C:14]2[CH:15]=[CH:16][C:17]([F:20])=[CH:18][CH:19]=2)[N:8]=1, predict the reactants needed to synthesize it. The reactants are: [NH2:1][C:2]1[CH:22]=[CH:21][C:5]([O:6][C:7]2[CH:12]=[CH:11][N:10]=[C:9]([NH:13][C:14]3[CH:19]=[CH:18][C:17]([F:20])=[CH:16][CH:15]=3)[N:8]=2)=[C:4]([F:23])[CH:3]=1.[F:24][C:25]1[CH:30]=[CH:29][C:28]([CH2:31][C:32]([N:34]=[C:35]=[O:36])=[O:33])=[CH:27][CH:26]=1.COC1C=CC(CNC2N=CN=C(OC3C=CC(NC(NC(=O)CC4C=CC(F)=CC=4)=O)=CC=3F)C=2)=CC=1. (10) Given the product [CH2:47]([O:46][C@H:43]1[CH2:42][CH2:41][C@H:40]([C:32]2[CH:31]=[CH:30][C:29]([NH:28][C:2]3[C:7]([C:8]([F:9])([F:11])[F:10])=[CH:6][N:5]=[C:4]([NH:12][C:13]4[CH:27]=[CH:26][C:16]([CH2:17][P:18](=[O:25])([O:22][CH2:23][CH3:24])[O:19][CH2:20][CH3:21])=[CH:15][CH:14]=4)[N:3]=3)=[C:37]3[C:33]=2[CH2:34][N:35]([CH3:39])[C:36]3=[O:38])[CH2:45][CH2:44]1)[CH3:48], predict the reactants needed to synthesize it. The reactants are: Cl[C:2]1[C:7]([C:8]([F:11])([F:10])[F:9])=[CH:6][N:5]=[C:4]([NH:12][C:13]2[CH:27]=[CH:26][C:16]([CH2:17][P:18](=[O:25])([O:22][CH2:23][CH3:24])[O:19][CH2:20][CH3:21])=[CH:15][CH:14]=2)[N:3]=1.[NH2:28][C:29]1[CH:30]=[CH:31][C:32]([C@H:40]2[CH2:45][CH2:44][C@H:43]([O:46][CH2:47][CH3:48])[CH2:42][CH2:41]2)=[C:33]2[C:37]=1[C:36](=[O:38])[N:35]([CH3:39])[CH2:34]2.